This data is from Forward reaction prediction with 1.9M reactions from USPTO patents (1976-2016). The task is: Predict the product of the given reaction. (1) Given the reactants [O:1]=[S:2]1(=[O:18])[C:7]2[CH:8]=[C:9]([NH:12]S(C)(=O)=O)[CH:10]=[CH:11][C:6]=2[NH:5]C(=O)[NH:3]1.[OH-].[Na+].C(=O)([O-])[O-].[Na+].[Na+].NC1C=CC(NS(C)(=O)=O)=CC=1S(N)(=O)=O, predict the reaction product. The product is: [NH2:5][C:6]1[CH:11]=[CH:10][C:9]([NH2:12])=[CH:8][C:7]=1[S:2]([NH2:3])(=[O:1])=[O:18]. (2) Given the reactants [Br:1][C:2]1[CH:7]=[CH:6][N:5]=[CH:4][C:3]=1[OH:8].C(=O)([O-])[O-].[Cs+].[Cs+].[N+](C1C=C(S(O[CH2:28][C@H:29]2[CH2:31][O:30]2)(=O)=O)C=CC=1)([O-])=O.O, predict the reaction product. The product is: [Br:1][C:2]1[CH:7]=[CH:6][N:5]=[CH:4][C:3]=1[O:8][CH2:28][C@H:29]1[CH2:31][O:30]1. (3) Given the reactants C(O)(C(F)(F)F)=O.[Si]([O:15][C@H:16]1[C@H:20]2[O:21][CH2:22][C@@H:23]([O:24][C:25]3[N:26]([CH2:56][CH:57]=[CH2:58])[C:27]4[C:28]([N:55]=3)=[N:29][C:30]([C:34]3[CH:39]=[CH:38][C:37]([N:40]5[CH:44]=[C:43]6[CH2:45][N:46](C(OC(C)(C)C)=O)[CH2:47][C:42]6=[N:41]5)=[CH:36][CH:35]=3)=[C:31]([Cl:33])[CH:32]=4)[C@H:19]2[O:18][CH2:17]1)(C(C)(C)C)(C)C.[NH4+].[OH-].CO.C(O)C, predict the reaction product. The product is: [CH2:56]([N:26]1[C:27]2[C:28](=[N:29][C:30]([C:34]3[CH:35]=[CH:36][C:37]([N:40]4[CH:44]=[C:43]5[CH2:45][NH:46][CH2:47][C:42]5=[N:41]4)=[CH:38][CH:39]=3)=[C:31]([Cl:33])[CH:32]=2)[N:55]=[C:25]1[O:24][C@H:23]1[C@H:19]2[O:18][CH2:17][C@@H:16]([OH:15])[C@H:20]2[O:21][CH2:22]1)[CH:57]=[CH2:58]. (4) Given the reactants [Cl:1][C:2]1[CH:7]=[C:6]([CH2:8][CH2:9][C:10](=O)[CH3:11])[C:5]([C:13]#[N:14])=[CH:4][C:3]=1[NH:15][C:16]1[N:21]=[C:20]([N:22]([CH:32]2[CH2:34][CH2:33]2)CC2C=CC(OC)=CC=2)[C:19]2=[N:35][CH:36]=[C:37]([C:38]#[N:39])[N:18]2[N:17]=1.[NH:40]1[CH2:45][CH2:44][O:43][CH2:42][CH2:41]1.C(OC)(OC)OC.C([BH3-])#N.[Na+], predict the reaction product. The product is: [Cl:1][C:2]1[CH:7]=[C:6]([CH2:8][CH2:9][CH:10]([N:40]2[CH2:45][CH2:44][O:43][CH2:42][CH2:41]2)[CH3:11])[C:5]([C:13]#[N:14])=[CH:4][C:3]=1[NH:15][C:16]1[N:21]=[C:20]([NH:22][CH:32]2[CH2:34][CH2:33]2)[C:19]2=[N:35][CH:36]=[C:37]([C:38]#[N:39])[N:18]2[N:17]=1.